This data is from NCI-60 drug combinations with 297,098 pairs across 59 cell lines. The task is: Regression. Given two drug SMILES strings and cell line genomic features, predict the synergy score measuring deviation from expected non-interaction effect. (1) Drug 1: CN1C2=C(C=C(C=C2)N(CCCl)CCCl)N=C1CCCC(=O)O.Cl. Drug 2: CC12CCC3C(C1CCC2OP(=O)(O)O)CCC4=C3C=CC(=C4)OC(=O)N(CCCl)CCCl.[Na+]. Cell line: NCI-H322M. Synergy scores: CSS=28.7, Synergy_ZIP=-5.08, Synergy_Bliss=1.60, Synergy_Loewe=0.691, Synergy_HSA=-0.329. (2) Drug 1: C1=CC(=CC=C1CCCC(=O)O)N(CCCl)CCCl. Drug 2: C1CCC(C(C1)N)N.C(=O)(C(=O)[O-])[O-].[Pt+4]. Cell line: PC-3. Synergy scores: CSS=25.6, Synergy_ZIP=-0.699, Synergy_Bliss=5.21, Synergy_Loewe=9.50, Synergy_HSA=9.60.